Predict the reactants needed to synthesize the given product. From a dataset of Full USPTO retrosynthesis dataset with 1.9M reactions from patents (1976-2016). (1) Given the product [O:7]=[C:4]1[O:5][N:3]=[C:33]([C:28]2[CH:29]=[CH:30][CH:31]=[CH:32][C:27]=2[C:24]2[CH:25]=[CH:26][C:21]([CH2:20][C:19]3[C:14](=[O:13])[N:15]([CH:41]4[CH2:42][CH2:43][O:44][CH2:45][CH2:46]4)[C:16]4[N:17]([N:38]=[CH:39][CH:40]=4)[C:18]=3[CH2:35][CH2:36][CH3:37])=[CH:22][CH:23]=2)[NH:34]1, predict the reactants needed to synthesize it. The reactants are: [Cl-].O[NH3+:3].[C:4](=[O:7])([O-])[OH:5].[Na+].CS(C)=O.[O:13]=[C:14]1[C:19]([CH2:20][C:21]2[CH:26]=[CH:25][C:24]([C:27]3[C:28]([C:33]#[N:34])=[CH:29][CH:30]=[CH:31][CH:32]=3)=[CH:23][CH:22]=2)=[C:18]([CH2:35][CH2:36][CH3:37])[N:17]2[N:38]=[CH:39][CH:40]=[C:16]2[N:15]1[CH:41]1[CH2:46][CH2:45][O:44][CH2:43][CH2:42]1. (2) The reactants are: [N+:1]([C:4]1[CH:9]=[C:8]([C:10]([F:13])([F:12])[F:11])[CH:7]=[C:6]([N+:14]([O-])=O)[C:5]=1[P:17](=[O:30])([C:24]1[CH:29]=[CH:28][CH:27]=[CH:26][CH:25]=1)[C:18]1[CH:23]=[CH:22][CH:21]=[CH:20][CH:19]=1)([O-])=O.O1CCOCC1. Given the product [NH2:14][C:6]1[CH:7]=[C:8]([C:10]([F:12])([F:13])[F:11])[CH:9]=[C:4]([NH2:1])[C:5]=1[P:17](=[O:30])([C:18]1[CH:19]=[CH:20][CH:21]=[CH:22][CH:23]=1)[C:24]1[CH:29]=[CH:28][CH:27]=[CH:26][CH:25]=1, predict the reactants needed to synthesize it. (3) Given the product [CH3:27][C:26]#[C:25][CH2:24][N:20]1[C:19]([N:62]2[CH2:63][C@H:64]([NH2:68])[CH2:65][CH2:66][CH2:67]2)=[N:18][C:17]2[N:16]([CH3:29])[C:14]([N:13]([CH2:12][C:4]3[N:3]=[C:2]([CH3:1])[C:11]4[CH:10]=[CH:9][CH:8]=[CH:7][C:6]=4[N:5]=3)[C:22](=[O:23])[C:21]1=2)=[O:15], predict the reactants needed to synthesize it. The reactants are: [CH3:1][C:2]1[C:11]2[C:6](=[CH:7][CH:8]=[CH:9][CH:10]=2)[N:5]=[C:4]([CH2:12][N:13]2[C:22](=[O:23])[C:21]3[N:20]([CH2:24][C:25]#[C:26][CH3:27])[C:19](Br)=[N:18][C:17]=3[N:16]([CH3:29])[C:14]2=[O:15])[N:3]=1.C(=O)([O-])[O-].[K+].[K+].C([C@](C(O)=O)(O)[C@](C(=O)C1C=CC=CC=1)(O)C(O)=O)(=O)C1C=CC=CC=1.[NH:62]1[CH2:67][CH2:66][CH2:65][C@@H:64]([NH2:68])[CH2:63]1. (4) Given the product [C:19]([O:18][C:16]([N:13]1[CH2:14][CH2:15][CH:10]([N:9]([CH2:24][C:25]2[CH:30]=[CH:29][N:28]=[C:27]([C:31]3[CH:36]=[CH:35][C:34]([F:37])=[CH:33][CH:32]=3)[CH:26]=2)[C:6]2[CH:5]=[CH:4][C:3]([O:2][CH3:1])=[CH:8][CH:7]=2)[CH2:11][CH2:12]1)=[O:17])([CH3:22])([CH3:21])[CH3:20], predict the reactants needed to synthesize it. The reactants are: [CH3:1][O:2][C:3]1[CH:8]=[CH:7][C:6]([NH:9][CH:10]2[CH2:15][CH2:14][N:13]([C:16]([O:18][C:19]([CH3:22])([CH3:21])[CH3:20])=[O:17])[CH2:12][CH2:11]2)=[CH:5][CH:4]=1.Cl[CH2:24][C:25]1[CH:30]=[CH:29][N:28]=[C:27]([C:31]2[CH:36]=[CH:35][C:34]([F:37])=[CH:33][CH:32]=2)[CH:26]=1.